This data is from NCI-60 drug combinations with 297,098 pairs across 59 cell lines. The task is: Regression. Given two drug SMILES strings and cell line genomic features, predict the synergy score measuring deviation from expected non-interaction effect. (1) Synergy scores: CSS=26.2, Synergy_ZIP=-5.02, Synergy_Bliss=6.67, Synergy_Loewe=-3.30, Synergy_HSA=8.05. Drug 1: CCCS(=O)(=O)NC1=C(C(=C(C=C1)F)C(=O)C2=CNC3=C2C=C(C=N3)C4=CC=C(C=C4)Cl)F. Drug 2: CC1=C(C(=CC=C1)Cl)NC(=O)C2=CN=C(S2)NC3=CC(=NC(=N3)C)N4CCN(CC4)CCO. Cell line: UO-31. (2) Drug 2: CCC1(CC2CC(C3=C(CCN(C2)C1)C4=CC=CC=C4N3)(C5=C(C=C6C(=C5)C78CCN9C7C(C=CC9)(C(C(C8N6C=O)(C(=O)OC)O)OC(=O)C)CC)OC)C(=O)OC)O.OS(=O)(=O)O. Drug 1: CCCS(=O)(=O)NC1=C(C(=C(C=C1)F)C(=O)C2=CNC3=C2C=C(C=N3)C4=CC=C(C=C4)Cl)F. Synergy scores: CSS=46.9, Synergy_ZIP=0.452, Synergy_Bliss=3.94, Synergy_Loewe=-18.7, Synergy_HSA=3.88. Cell line: NCI-H522.